From a dataset of Forward reaction prediction with 1.9M reactions from USPTO patents (1976-2016). Predict the product of the given reaction. (1) Given the reactants O.C([NH+](CC)CC)C.[O:9]=[CH:10][C@@H:11]([C@H:13]([C@@H:15]([C@@H:17]([CH2:19][OH:20])[OH:18])[OH:16])[OH:14])[OH:12].C1CCC(N=C=NC2CCCCC2)CC1, predict the reaction product. The product is: [O:9]=[CH:10][C@H:11]([C@H:13]([C@@H:15]([C@@H:17]([CH2:19][OH:20])[OH:18])[OH:16])[OH:14])[OH:12]. (2) Given the reactants [NH2:1][C:2]1[CH:7]=[CH:6][C:5]([C:8](=[O:29])[CH2:9][N:10]2[C:14](=[O:15])[C:13]([C:22]3[CH:27]=[CH:26][CH:25]=[CH:24][CH:23]=3)([C:16]3[CH:21]=[CH:20][CH:19]=[CH:18][CH:17]=3)[N:12]=[C:11]2[CH3:28])=[CH:4][CH:3]=1.[CH3:30][C:31]1[C:35]([CH2:36][C:37](Cl)=[O:38])=[C:34]([CH3:40])[O:33][N:32]=1, predict the reaction product. The product is: [CH3:30][C:31]1[C:35]([CH2:36][C:37]([NH:1][C:2]2[CH:3]=[CH:4][C:5]([C:8](=[O:29])[CH2:9][N:10]3[C:14](=[O:15])[C:13]([C:22]4[CH:23]=[CH:24][CH:25]=[CH:26][CH:27]=4)([C:16]4[CH:21]=[CH:20][CH:19]=[CH:18][CH:17]=4)[N:12]=[C:11]3[CH3:28])=[CH:6][CH:7]=2)=[O:38])=[C:34]([CH3:40])[O:33][N:32]=1. (3) Given the reactants C1(C2CC(O)C3C(=CC=C(O)C=3)O2)C=CC=CC=1.[F:19][C:20]1[C:25]([F:26])=[CH:24][CH:23]=[CH:22][C:21]=1[CH:27]1[CH2:36][C:35](=[O:37])[C:34]2[C:29](=[CH:30][CH:31]=[C:32]([OH:38])[CH:33]=2)[O:28]1, predict the reaction product. The product is: [F:19][C:20]1[C:25]([F:26])=[CH:24][CH:23]=[CH:22][C:21]=1[CH:27]1[CH2:36][CH:35]([OH:37])[C:34]2[C:29](=[CH:30][CH:31]=[C:32]([OH:38])[CH:33]=2)[O:28]1. (4) The product is: [C:24]([O:6][CH:5]([C:7]1[N:8]([CH2:20][CH:21]([CH3:22])[CH3:23])[C:9]2[C:18]3[CH:17]=[CH:16][CH:15]=[CH:14][C:13]=3[N:12]=[CH:11][C:10]=2[N:19]=1)[CH2:1][CH2:2][CH2:3][CH3:4])(=[O:26])[CH3:25]. Given the reactants [CH2:1]([CH:5]([C:7]1[N:8]([CH2:20][CH:21]([CH3:23])[CH3:22])[C:9]2[C:18]3[CH:17]=[CH:16][CH:15]=[CH:14][C:13]=3[N:12]=[CH:11][C:10]=2[N:19]=1)[OH:6])[CH2:2][CH2:3][CH3:4].[C:24](OC(=O)C)(=[O:26])[CH3:25], predict the reaction product. (5) Given the reactants [F:1][C:2]1[CH:7]=[CH:6][C:5]([C:8]2[NH:9][C:10]([C:13]([OH:15])=[O:14])=[CH:11][N:12]=2)=[CH:4][CH:3]=1.S(Cl)(Cl)=O.[CH3:20]O, predict the reaction product. The product is: [F:1][C:2]1[CH:3]=[CH:4][C:5]([C:8]2[NH:9][C:10]([C:13]([O:15][CH3:20])=[O:14])=[CH:11][N:12]=2)=[CH:6][CH:7]=1. (6) Given the reactants [Cl:1][C:2]1[CH:7]=[CH:6][C:5]([NH:8][C:9]([NH2:11])=[S:10])=[CH:4][C:3]=1[C:12]([F:15])([F:14])[F:13].[CH3:16][I:17], predict the reaction product. The product is: [IH:17].[CH3:16][S:10][C:9](=[NH:11])[NH:8][C:5]1[CH:6]=[CH:7][C:2]([Cl:1])=[C:3]([C:12]([F:15])([F:13])[F:14])[CH:4]=1. (7) Given the reactants [C:1]([C:5]1[CH:6]=[C:7](B2OC(C)(C)C(C)(C)O2)[CH:8]=[CH:9][CH:10]=1)([CH3:4])([CH3:3])[CH3:2].[Cl:20][C:21]1[CH:22]=[C:23]([CH2:27][N:28]2[CH:32]=[CH:31][N:30]=[C:29]2[CH3:33])[N:24]=[N:25][CH:26]=1, predict the reaction product. The product is: [ClH:20].[C:1]([C:5]1[CH:6]=[C:7]([C:21]2[CH:22]=[C:23]([CH2:27][N:28]3[CH:32]=[CH:31][N:30]=[C:29]3[CH3:33])[N:24]=[N:25][CH:26]=2)[CH:8]=[CH:9][CH:10]=1)([CH3:2])([CH3:3])[CH3:4]. (8) Given the reactants [CH2:1]([OH:8])[C:2]1[CH:7]=[CH:6][CH:5]=[CH:4][CH:3]=1.Cl[S:10]([N:13]=[C:14]=[O:15])(=[O:12])=[O:11].[NH2:16][CH2:17][CH2:18][C:19]1[CH:24]=[CH:23][CH:22]=[CH:21][N:20]=1.Cl, predict the reaction product. The product is: [N:20]1[CH:21]=[CH:22][CH:23]=[CH:24][C:19]=1[CH2:18][CH2:17][NH:16][S:10]([NH:13][C:14](=[O:15])[O:8][CH2:1][C:2]1[CH:7]=[CH:6][CH:5]=[CH:4][CH:3]=1)(=[O:12])=[O:11]. (9) Given the reactants [C:1]([C:3]1[CH:35]=[CH:34][C:6]2[N:7]([C:12]3[CH:17]=[CH:16][C:15]([CH2:18][CH2:19][NH:20][C:21]([NH:23][S:24]([C:27]4[CH:32]=[CH:31][C:30]([CH3:33])=[CH:29][CH:28]=4)(=[O:26])=[O:25])=[O:22])=[CH:14][CH:13]=3)[C:8]([CH2:10][CH3:11])=[N:9][C:5]=2[CH:4]=1)#[N:2].CS(C)=[O:38].OO.[OH-].[Na+], predict the reaction product. The product is: [CH2:10]([C:8]1[N:7]([C:12]2[CH:13]=[CH:14][C:15]([CH2:18][CH2:19][NH:20][C:21]([NH:23][S:24]([C:27]3[CH:28]=[CH:29][C:30]([CH3:33])=[CH:31][CH:32]=3)(=[O:25])=[O:26])=[O:22])=[CH:16][CH:17]=2)[C:6]2[CH:34]=[CH:35][C:3]([C:1]([NH2:2])=[O:38])=[CH:4][C:5]=2[N:9]=1)[CH3:11].